Dataset: Full USPTO retrosynthesis dataset with 1.9M reactions from patents (1976-2016). Task: Predict the reactants needed to synthesize the given product. (1) Given the product [CH3:18][C:11]1[C:12]([C:14]([F:17])([F:16])[F:15])=[CH:13][C:8]2[N:7]=[C:22]([C:24]3[CH:29]=[CH:28][CH:27]=[C:26]([C:30]4[CH:35]=[CH:34][N:33]=[C:32]([CH3:36])[CH:31]=4)[CH:25]=3)[CH2:21][C:20](=[O:37])[NH:19][C:9]=2[CH:10]=1, predict the reactants needed to synthesize it. The reactants are: C(OC(=O)[NH:7][C:8]1[CH:13]=[C:12]([C:14]([F:17])([F:16])[F:15])[C:11]([CH3:18])=[CH:10][C:9]=1[NH:19][C:20](=[O:37])[CH2:21][C:22]([C:24]1[CH:29]=[CH:28][CH:27]=[C:26]([C:30]2[CH:35]=[CH:34][N:33]=[C:32]([CH3:36])[CH:31]=2)[CH:25]=1)=O)(C)(C)C.C(O)(C(F)(F)F)=O. (2) The reactants are: [CH3:1][O:2][C:3]1[CH:19]=[CH:18][C:6]([CH2:7][O:8][C:9]2[C:10]3[S:17][CH:16]=[CH:15][C:11]=3[N:12]=[CH:13][N:14]=2)=[CH:5][CH:4]=1.C([N-]C(C)C)(C)C.[Li+].C(NC(C)C)(C)C.[Li]CCCC.[Br:40]CCBr.C(=O)([O-])O.[Na+].S([O-])([O-])(=O)=S.[Na+].[Na+]. Given the product [Br:40][C:16]1[S:17][C:10]2[C:9]([O:8][CH2:7][C:6]3[CH:5]=[CH:4][C:3]([O:2][CH3:1])=[CH:19][CH:18]=3)=[N:14][CH:13]=[N:12][C:11]=2[CH:15]=1, predict the reactants needed to synthesize it. (3) Given the product [N:1]1([CH2:7][CH2:8][N:9]2[C:17]3[C:12](=[CH:13][CH:14]=[CH:15][CH:16]=3)[C:11]([CH:18]3[CH2:23][CH2:22][N:21]([CH2:33][C:29]4[CH:28]=[C:27]([CH:32]=[CH:31][CH:30]=4)[C:26]([OH:35])=[O:25])[CH2:20][CH2:19]3)=[CH:10]2)[CH2:6][CH2:5][O:4][CH2:3][CH2:2]1, predict the reactants needed to synthesize it. The reactants are: [N:1]1([CH2:7][CH2:8][N:9]2[C:17]3[C:12](=[CH:13][CH:14]=[CH:15][CH:16]=3)[C:11]([CH:18]3[CH2:23][CH2:22][NH:21][CH2:20][CH2:19]3)=[CH:10]2)[CH2:6][CH2:5][O:4][CH2:3][CH2:2]1.C[O:25][C:26](=[O:35])[C:27]1[CH:32]=[CH:31][CH:30]=[C:29]([CH2:33]Br)[CH:28]=1. (4) Given the product [C:35]([O:38][C:39]1[CH:47]=[CH:46][CH:45]=[C:41]([C:42]([NH:17][CH2:18][C:23]2[CH:22]=[CH:21][CH:20]=[CH:19][N:15]=2)=[O:44])[CH:40]=1)(=[O:37])[CH3:36], predict the reactants needed to synthesize it. The reactants are: C(N(CC)CC)C.F[P-](F)(F)(F)(F)F.[N:15]1(O[P+](N(C)C)(N(C)C)N(C)C)[C:19]2[CH:20]=[CH:21][CH:22]=[CH:23][C:18]=2[N:17]=N1.[C:35]([O:38][C:39]1[CH:40]=[C:41]([CH:45]=[CH:46][CH:47]=1)[C:42]([OH:44])=O)(=[O:37])[CH3:36].NCC1C=CC=CN=1. (5) Given the product [Cl:21][C:22]1[CH:28]=[CH:27][CH:26]=[CH:25][C:23]=1[NH:24][C:7](=[O:8])[C@:6]([OH:5])([CH3:14])[C:10]([F:13])([F:12])[F:11], predict the reactants needed to synthesize it. The reactants are: C(Cl)(=O)C.[OH:5][C@@:6]([CH3:14])([C:10]([F:13])([F:12])[F:11])[C:7](O)=[O:8].C(Cl)(=O)C(Cl)=O.[Cl:21][C:22]1[CH:28]=[CH:27][CH:26]=[CH:25][C:23]=1[NH2:24].N1C=CC=CC=1.O.[OH-].[Li+]. (6) Given the product [Cl:25][C:26]1[CH:31]=[CH:30][CH:29]=[CH:28][C:27]=1[CH2:32][NH:33][C:34]([N:3]1[CH2:4][CH2:5][CH:6]([O:9][C:10]2[N:11]=[CH:12][CH:13]=[CH:14][N:15]=2)[CH2:7][CH2:8]1)=[O:35], predict the reactants needed to synthesize it. The reactants are: Cl.Cl.[NH:3]1[CH2:8][CH2:7][CH:6]([O:9][C:10]2[N:15]=[CH:14][CH:13]=[CH:12][N:11]=2)[CH2:5][CH2:4]1.C(N(C(C)C)CC)(C)C.[Cl:25][C:26]1[CH:31]=[CH:30][CH:29]=[CH:28][C:27]=1[CH2:32][N:33]=[C:34]=[O:35]. (7) Given the product [CH3:1][O:2][C:3]1[CH:8]=[C:7]([CH2:9][N:10]2[CH2:15][CH2:14][N:13]([CH3:16])[CH2:12][CH2:11]2)[CH:6]=[CH:5][C:4]=1[CH:17]=[O:18], predict the reactants needed to synthesize it. The reactants are: [CH3:1][O:2][C:3]1[CH:8]=[C:7]([CH2:9][N:10]2[CH2:15][CH2:14][N:13]([CH3:16])[CH2:12][CH2:11]2)[CH:6]=[CH:5][C:4]=1[CH2:17][OH:18]. (8) Given the product [CH3:3][N:8]1[CH2:13][CH2:12][CH:11]([C:14]2[CH:23]=[CH:22][C:17]([C:18]([O:20][CH3:21])=[O:19])=[CH:16][CH:15]=2)[CH2:10][CH2:9]1, predict the reactants needed to synthesize it. The reactants are: C=O.[C:3](O)(=O)C.[Cl-].[NH2+:8]1[CH2:13][CH2:12][CH:11]([C:14]2[CH:23]=[CH:22][C:17]([C:18]([O:20][CH3:21])=[O:19])=[CH:16][CH:15]=2)[CH2:10][CH2:9]1.C([BH3-])#N.[Na+].